Dataset: Full USPTO retrosynthesis dataset with 1.9M reactions from patents (1976-2016). Task: Predict the reactants needed to synthesize the given product. (1) Given the product [F:25][C:26]([F:39])([F:38])[S:27]([C:2]1[C:15]2=[CH:16][CH:17]=[CH:18][C:13]3=[C:14]2[C:5]([O:6][C:7]2[CH:8]=[CH:9][CH:10]=[CH:11][C:12]=23)=[CH:4][CH:3]=1)(=[O:29])=[O:28], predict the reactants needed to synthesize it. The reactants are: O[C:2]1[C:15]2=[CH:16][CH:17]=[CH:18][C:13]3=[C:14]2[C:5]([O:6][C:7]2[CH:8]=[CH:9][CH:10]=[CH:11][C:12]=23)=[CH:4][CH:3]=1.N1C=CC=CC=1.[F:25][C:26]([F:39])([F:38])[S:27](O[S:27]([C:26]([F:39])([F:38])[F:25])(=[O:29])=[O:28])(=[O:29])=[O:28].Cl. (2) The reactants are: Cl.[NH2:2][C@H:3]([C@@H:5]1[CH2:9][CH2:8][CH2:7][N:6]1[C:10]([O:12][CH2:13][C:14]1[CH:19]=[CH:18][CH:17]=[CH:16][CH:15]=1)=[O:11])[CH3:4].C([O:24][C:25]([C:27]1[CH:32]=[CH:31][CH:30]=[CH:29][C:28]=1[C:33]1[CH:38]=[CH:37][C:36]([CH2:39][N:40]2[C:48]3[C:43](=[CH:44][C:45]([C:49](O)=[O:50])=[CH:46][CH:47]=3)[C:42]([CH3:52])=[C:41]2[CH3:53])=[CH:35][CH:34]=1)=[O:26])(C)(C)C. Given the product [CH2:13]([O:12][C:10]([N:6]1[CH2:7][CH2:8][CH2:9][C@H:5]1[C@@H:3]([NH:2][C:49]([C:45]1[CH:44]=[C:43]2[C:48](=[CH:47][CH:46]=1)[N:40]([CH2:39][C:36]1[CH:35]=[CH:34][C:33]([C:28]3[C:27]([C:25]([OH:26])=[O:24])=[CH:32][CH:31]=[CH:30][CH:29]=3)=[CH:38][CH:37]=1)[C:41]([CH3:53])=[C:42]2[CH3:52])=[O:50])[CH3:4])=[O:11])[C:14]1[CH:15]=[CH:16][CH:17]=[CH:18][CH:19]=1, predict the reactants needed to synthesize it. (3) The reactants are: C([O-])=O.[NH4+].[N:5]([C@@:8]1([C:15]2[CH:20]=[CH:19][CH:18]=[C:17]([Br:21])[CH:16]=2)[CH2:13][CH2:12][O:11][CH2:10][C@@H:9]1[OH:14])=[N+]=[N-]. Given the product [NH2:5][C@@:8]1([C:15]2[CH:20]=[CH:19][CH:18]=[C:17]([Br:21])[CH:16]=2)[CH2:13][CH2:12][O:11][CH2:10][C@@H:9]1[OH:14], predict the reactants needed to synthesize it. (4) Given the product [CH3:12][CH2:13][CH2:14][CH2:15][CH2:16][CH:17]=[C:41]([C:43]1[CH:44]=[C:45]([I:55])[C:46]([O:53][CH3:54])=[C:47]([C:49]([O:51][CH3:52])=[O:50])[CH:48]=1)[C:40]1[CH:39]=[C:38]([I:37])[C:58]([O:59][CH3:60])=[C:57]([C:61]([O:63][CH3:64])=[O:62])[CH:56]=1, predict the reactants needed to synthesize it. The reactants are: C[Si]([N-][Si](C)(C)C)(C)C.[Na+].[Br-].[CH2:12]([P+](C1C=CC=CC=1)(C1C=CC=CC=1)C1C=CC=CC=1)[CH2:13][CH2:14][CH2:15][CH2:16][CH3:17].[I:37][C:38]1[CH:39]=[C:40]([CH:56]=[C:57]([C:61]([O:63][CH3:64])=[O:62])[C:58]=1[O:59][CH3:60])[C:41]([C:43]1[CH:48]=[C:47]([C:49]([O:51][CH3:52])=[O:50])[C:46]([O:53][CH3:54])=[C:45]([I:55])[CH:44]=1)=O. (5) The reactants are: P([O:9][CH:10]([C:19]1[CH:24]=[CH:23][CH:22]=[C:21]([O:25][Si](C(C)(C)C)(C)C)[CH:20]=1)[C:11](=[O:18])[C:12]1[CH:17]=[CH:16][CH:15]=[CH:14][CH:13]=1)(OCC)(OCC)=O.[OH-:33].[K+].Cl.C1(=O)[O:40][CH2:39][CH2:38]O1.N1[CH:47]=[CH:46]C=CC=1. Given the product [OH:33][CH2:46][CH2:47][O:9][CH:10]([C:19]1[CH:24]=[CH:23][CH:22]=[C:21]([O:25][CH2:38][CH2:39][OH:40])[CH:20]=1)[C:11]([C:12]1[CH:13]=[CH:14][CH:15]=[CH:16][CH:17]=1)=[O:18], predict the reactants needed to synthesize it. (6) Given the product [CH3:34][O:5][C:4](=[O:6])[C:3]1[CH:7]=[CH:8][C:9]([NH:11][C:12]([C:14]2[CH:22]=[C:21]3[C:17]([CH2:18][CH2:19][N:20]3[S:23]([C:26]3[CH:31]=[CH:30][CH:29]=[C:28]([F:32])[CH:27]=3)(=[O:25])=[O:24])=[CH:16][CH:15]=2)=[O:13])=[CH:10][C:2]=1[Cl:1], predict the reactants needed to synthesize it. The reactants are: [Cl:1][C:2]1[CH:10]=[C:9]([NH:11][C:12]([C:14]2[CH:22]=[C:21]3[C:17]([CH2:18][CH2:19][N:20]3[S:23]([C:26]3[CH:31]=[CH:30][CH:29]=[C:28]([F:32])[CH:27]=3)(=[O:25])=[O:24])=[CH:16][CH:15]=2)=[O:13])[CH:8]=[CH:7][C:3]=1[C:4]([OH:6])=[O:5].F[C:34]1C=C(S(Cl)(=O)=O)C=CC=1. (7) Given the product [CH:32]1([C:35]2[C:36]([O:49][C@H:50]3[CH2:55][CH2:54][CH2:53][N:52]([CH2:56][C:57]4[CH:62]=[C:61]([Cl:63])[CH:60]=[C:59]([Cl:64])[CH:58]=4)[C@H:51]3[CH3:65])=[CH:37][C:38]([F:48])=[C:39]([CH:47]=2)[C:40]([OH:42])=[O:41])[CH2:34][CH2:33]1, predict the reactants needed to synthesize it. The reactants are: C(OC(C1C(F)=CC(O[C@@H]2CCCN(C(OC(C)(C)C)=O)C2)=C(C2CC2)C=1)=O)(C)(C)C.[CH:32]1([C:35]2[C:36]([O:49][C@H:50]3[CH2:55][CH2:54][CH2:53][N:52]([CH2:56][C:57]4[CH:62]=[C:61]([Cl:63])[CH:60]=[C:59]([Cl:64])[CH:58]=4)[C@H:51]3[CH3:65])=[CH:37][C:38]([F:48])=[C:39]([CH:47]=2)[C:40]([O:42]C(C)(C)C)=[O:41])[CH2:34][CH2:33]1.